From a dataset of Forward reaction prediction with 1.9M reactions from USPTO patents (1976-2016). Predict the product of the given reaction. (1) Given the reactants [NH2:1][C:2]1[C:7]([NH:8][C:9]2[CH:14]=[CH:13][C:12]([I:15])=[CH:11][C:10]=2[F:16])=[C:6]([CH3:17])[C:5](=[O:18])[N:4]2[CH2:19][CH2:20][O:21][C:3]=12.[CH2:22]([C:25]1([S:28](Cl)(=[O:30])=[O:29])[CH2:27][CH2:26]1)[CH:23]=[CH2:24], predict the reaction product. The product is: [F:16][C:10]1[CH:11]=[C:12]([I:15])[CH:13]=[CH:14][C:9]=1[NH:8][C:7]1[C:2]([NH:1][S:28]([C:25]2([CH2:22][CH:23]=[CH2:24])[CH2:27][CH2:26]2)(=[O:30])=[O:29])=[C:3]2[O:21][CH2:20][CH2:19][N:4]2[C:5](=[O:18])[C:6]=1[CH3:17]. (2) Given the reactants [Cl:1][C:2]1[CH:25]=[C:24]([N:26]2[CH2:30][CH2:29][CH2:28][CH2:27]2)[CH:23]=[CH:22][C:3]=1[C:4]([N:6]1[C:12]2[CH:13]=[CH:14][CH:15]=[CH:16][C:11]=2[CH2:10][N:9]([CH2:17][C:18]([OH:20])=O)[C:8](=[O:21])[CH2:7]1)=[O:5].[NH3:31], predict the reaction product. The product is: [Cl:1][C:2]1[CH:25]=[C:24]([N:26]2[CH2:27][CH2:28][CH2:29][CH2:30]2)[CH:23]=[CH:22][C:3]=1[C:4]([N:6]1[C:12]2[CH:13]=[CH:14][CH:15]=[CH:16][C:11]=2[CH2:10][N:9]([CH2:17][C:18]([NH2:31])=[O:20])[C:8](=[O:21])[CH2:7]1)=[O:5]. (3) Given the reactants C(C1C=CC(C)=C(O)C=1)(C)(C)C.ClC1OC=C(C(OCC)=O)N=1.[CH3:24][C:25]1([CH3:45])[C:33]2[C:28](=[CH:29][CH:30]=[C:31]([O:34][C:35]3[O:36][CH:37]=[C:38]([C:40]([O:42][CH2:43][CH3:44])=[O:41])[N:39]=3)[CH:32]=2)[CH2:27][CH2:26]1, predict the reaction product. The product is: [C:25]([C:33]1[CH:28]=[CH:27][C:30]([CH3:29])=[C:31]([CH:32]=1)[O:34][C:35]1[O:36][CH:37]=[C:38]([C:40]([O:42][CH2:43][CH3:44])=[O:41])[N:39]=1)([CH3:45])([CH3:24])[CH3:26]. (4) Given the reactants Br[CH2:2][CH2:3][CH2:4][C:5]([C:11]1[CH:16]=[CH:15][C:14]([O:17][CH3:18])=[C:13]([O:19][CH3:20])[CH:12]=1)([CH:8]([CH3:10])[CH3:9])[C:6]#[N:7].[CH3:21][NH:22][CH2:23][CH2:24][C:25]1[CH:37]=[CH:36][C:28]([O:29][CH2:30][C:31]([O:33][CH2:34][CH3:35])=[O:32])=[CH:27][CH:26]=1, predict the reaction product. The product is: [C:6]([C:5]([C:11]1[CH:16]=[CH:15][C:14]([O:17][CH3:18])=[C:13]([O:19][CH3:20])[CH:12]=1)([CH:8]([CH3:10])[CH3:9])[CH2:4][CH2:3][CH2:2][N:22]([CH3:21])[CH2:23][CH2:24][C:25]1[CH:26]=[CH:27][C:28]([O:29][CH2:30][C:31]([O:33][CH2:34][CH3:35])=[O:32])=[CH:36][CH:37]=1)#[N:7].